The task is: Regression. Given two drug SMILES strings and cell line genomic features, predict the synergy score measuring deviation from expected non-interaction effect.. This data is from NCI-60 drug combinations with 297,098 pairs across 59 cell lines. (1) Synergy scores: CSS=63.8, Synergy_ZIP=-1.92, Synergy_Bliss=-6.11, Synergy_Loewe=-9.17, Synergy_HSA=-4.26. Cell line: SR. Drug 2: CN1C(=O)N2C=NC(=C2N=N1)C(=O)N. Drug 1: CNC(=O)C1=CC=CC=C1SC2=CC3=C(C=C2)C(=NN3)C=CC4=CC=CC=N4. (2) Drug 1: C1=NC(=NC(=O)N1C2C(C(C(O2)CO)O)O)N. Drug 2: CS(=O)(=O)OCCCCOS(=O)(=O)C. Cell line: LOX IMVI. Synergy scores: CSS=57.0, Synergy_ZIP=-0.215, Synergy_Bliss=1.78, Synergy_Loewe=-34.1, Synergy_HSA=1.81. (3) Drug 1: C1CNP(=O)(OC1)N(CCCl)CCCl. Drug 2: C(CCl)NC(=O)N(CCCl)N=O. Cell line: UACC-257. Synergy scores: CSS=-1.28, Synergy_ZIP=3.03, Synergy_Bliss=4.37, Synergy_Loewe=-4.68, Synergy_HSA=-2.15. (4) Drug 1: CC1=C2C(C(=O)C3(C(CC4C(C3C(C(C2(C)C)(CC1OC(=O)C(C(C5=CC=CC=C5)NC(=O)OC(C)(C)C)O)O)OC(=O)C6=CC=CC=C6)(CO4)OC(=O)C)O)C)O. Drug 2: CNC(=O)C1=NC=CC(=C1)OC2=CC=C(C=C2)NC(=O)NC3=CC(=C(C=C3)Cl)C(F)(F)F. Cell line: SR. Synergy scores: CSS=31.3, Synergy_ZIP=18.9, Synergy_Bliss=21.3, Synergy_Loewe=22.9, Synergy_HSA=23.6.